Dataset: Catalyst prediction with 721,799 reactions and 888 catalyst types from USPTO. Task: Predict which catalyst facilitates the given reaction. (1) Reactant: Br[C:2]1[C:10]([N:11]([CH3:16])[S:12]([CH3:15])(=[O:14])=[O:13])=[CH:9][C:8]2[C:4](=[C:5]([C:24]([NH:26][CH3:27])=[O:25])[N:6]([C:17]3[CH:22]=[CH:21][C:20]([F:23])=[CH:19][CH:18]=3)[N:7]=2)[CH:3]=1.CC([O-])=O.[K+].[B:33]1([B:33]2[O:37][C:36]([CH3:39])([CH3:38])[C:35]([CH3:41])([CH3:40])[O:34]2)[O:37][C:36]([CH3:39])([CH3:38])[C:35]([CH3:41])([CH3:40])[O:34]1. Product: [F:23][C:20]1[CH:19]=[CH:18][C:17]([N:6]2[C:5]([C:24]([NH:26][CH3:27])=[O:25])=[C:4]3[C:8]([CH:9]=[C:10]([N:11]([CH3:16])[S:12]([CH3:15])(=[O:14])=[O:13])[C:2]([B:33]4[O:37][C:36]([CH3:39])([CH3:38])[C:35]([CH3:41])([CH3:40])[O:34]4)=[CH:3]3)=[N:7]2)=[CH:22][CH:21]=1. The catalyst class is: 75. (2) Reactant: IC.[Br:3][C:4]1[C:9]([C:10]2[CH:15]=[CH:14][C:13]([F:16])=[CH:12][CH:11]=2)=[C:8]([F:17])[C:7]([OH:18])=[C:6]([CH:19]=[O:20])[CH:5]=1.[C:21](=O)([O-])[O-].[K+].[K+].CN(C=O)C. Product: [Br:3][C:4]1[C:9]([C:10]2[CH:15]=[CH:14][C:13]([F:16])=[CH:12][CH:11]=2)=[C:8]([F:17])[C:7]([O:18][CH3:21])=[C:6]([CH:19]=[O:20])[CH:5]=1. The catalyst class is: 6. (3) Product: [CH2:1]([NH:5][C:6](=[O:47])[C@H:7]([CH3:46])[CH2:8][C@H:9]([OH:45])[C@@H:10]([NH:37][C:38]([O:40][C:41]([CH3:42])([CH3:44])[CH3:43])=[O:39])[CH2:11][C@@H:12]([CH:34]([CH3:35])[CH3:36])[CH2:13][C:14]1[CH:19]=[CH:18][C:17]([OH:20])=[C:16]([O:28][CH2:29][CH2:30][CH2:31][O:32][CH3:33])[CH:15]=1)[CH2:2][CH2:3][CH3:4]. The catalyst class is: 19. Reactant: [CH2:1]([NH:5][C:6](=[O:47])[C@H:7]([CH3:46])[CH2:8][C@H:9]([OH:45])[C@@H:10]([NH:37][C:38]([O:40][C:41]([CH3:44])([CH3:43])[CH3:42])=[O:39])[CH2:11][C@@H:12]([CH:34]([CH3:36])[CH3:35])[CH2:13][C:14]1[CH:19]=[CH:18][C:17]([O:20]CC2C=CC=CC=2)=[C:16]([O:28][CH2:29][CH2:30][CH2:31][O:32][CH3:33])[CH:15]=1)[CH2:2][CH2:3][CH3:4]. (4) Reactant: C1([C@H](NC(=O)[O:11][C@@H:12]([C:17]2[CH:18]=[N:19][C:20]([CH3:23])=[CH:21][CH:22]=2)[C:13]([F:16])([F:15])[F:14])C)C=CC=CC=1.[O-]CC.[Na+]. Product: [CH3:23][C:20]1[CH:21]=[CH:22][C:17]([C@H:12]([OH:11])[C:13]([F:15])([F:14])[F:16])=[CH:18][N:19]=1. The catalyst class is: 8.